This data is from Full USPTO retrosynthesis dataset with 1.9M reactions from patents (1976-2016). The task is: Predict the reactants needed to synthesize the given product. (1) Given the product [C:18]([C:22]1[N:26]2[CH2:27][CH2:28][CH:29]([C:31]3[O:9][N:8]=[C:6]([C:5]4[CH:10]=[CH:11][C:2]([F:1])=[CH:3][CH:4]=4)[N:7]=3)[CH2:30][C:25]2=[N:24][N:23]=1)([CH3:21])([CH3:19])[CH3:20], predict the reactants needed to synthesize it. The reactants are: [F:1][C:2]1[CH:11]=[CH:10][C:5]([C:6](=[N:8][OH:9])[NH2:7])=[CH:4][CH:3]=1.CC(C)([O-])C.[K+].[C:18]([C:22]1[N:26]2[CH2:27][CH2:28][CH:29]([C:31](OC)=O)[CH2:30][C:25]2=[N:24][N:23]=1)([CH3:21])([CH3:20])[CH3:19].C(=O)(O)[O-].[Na+]. (2) Given the product [Cl:1][C:2]1[CH:7]=[CH:6][C:5]([N:8]([CH2:45][CH3:46])[C:9]([C:11]2[N:15]([CH2:16][CH2:17][CH3:18])[N:14]=[C:13]([C:19]([F:25])([F:24])[C:20]([F:23])([F:21])[F:22])[C:12]=2[C:26]([F:29])([F:27])[F:28])=[O:10])=[CH:4][C:3]=1[C:30](=[O:37])[NH:31][C:32]1([C:35]#[N:36])[CH2:34][CH2:33]1, predict the reactants needed to synthesize it. The reactants are: [Cl:1][C:2]1[CH:7]=[CH:6][C:5]([NH:8][C:9]([C:11]2[N:15]([CH2:16][CH2:17][CH3:18])[N:14]=[C:13]([C:19]([F:25])([F:24])[C:20]([F:23])([F:22])[F:21])[C:12]=2[C:26]([F:29])([F:28])[F:27])=[O:10])=[CH:4][C:3]=1[C:30](=[O:37])[NH:31][C:32]1([C:35]#[N:36])[CH2:34][CH2:33]1.C(=O)([O-])[O-].[K+].[K+].I[CH2:45][CH3:46].